The task is: Predict the reaction yield, written as a fraction of the theoretical maximum amount of product (1.0 means a 100% yield; for example, 0.34 means a 34% yield).. This data is from Reaction yield outcomes from USPTO patents with 853,638 reactions. (1) The reactants are [CH3:1][N:2]1[CH2:8][CH:7]2[CH2:9][CH:3]1[CH2:4][N:5]([C:10]1[N:11]=[N:12][C:13]([C:16]3[CH:21]=[CH:20][CH:19]=[CH:18][CH:17]=3)=[CH:14][CH:15]=1)[CH2:6]2.O.[C:23]1([CH3:33])[CH:28]=[CH:27][C:26]([S:29]([OH:32])(=[O:31])=[O:30])=[CH:25][CH:24]=1. The catalyst is CCOC(C)=O. The product is [CH3:1][N:2]1[CH2:8][CH:7]2[CH2:9][CH:3]1[CH2:4][N:5]([C:10]1[N:11]=[N:12][C:13]([C:16]3[CH:21]=[CH:20][CH:19]=[CH:18][CH:17]=3)=[CH:14][CH:15]=1)[CH2:6]2.[CH3:33][C:23]1[CH:28]=[CH:27][C:26]([S:29]([OH:32])(=[O:31])=[O:30])=[CH:25][CH:24]=1. The yield is 0.610. (2) The reactants are [Cl-].O[NH3+:3].[C:4](=[O:7])([O-])[OH:5].[Na+].CS(C)=O.[CH3:13][CH:14]([C:16]1[CH:21]=[CH:20][C:19]([N:22]2[C:27](=[O:28])[C:26]([CH2:29][C:30]3[CH:35]=[CH:34][C:33]([C:36]4[C:37]([C:42]#[N:43])=[CH:38][CH:39]=[CH:40][CH:41]=4)=[CH:32][CH:31]=3)=[C:25]([CH2:44][CH2:45][CH3:46])[N:24]3[N:47]=[CH:48][N:49]=[C:23]23)=[CH:18][CH:17]=1)[CH3:15]. The catalyst is C(OCC)(=O)C. The product is [CH3:13][CH:14]([C:16]1[CH:17]=[CH:18][C:19]([N:22]2[C:27](=[O:28])[C:26]([CH2:29][C:30]3[CH:35]=[CH:34][C:33]([C:36]4[CH:41]=[CH:40][CH:39]=[CH:38][C:37]=4[C:42]4[NH:3][C:4](=[O:7])[O:5][N:43]=4)=[CH:32][CH:31]=3)=[C:25]([CH2:44][CH2:45][CH3:46])[N:24]3[N:47]=[CH:48][N:49]=[C:23]23)=[CH:20][CH:21]=1)[CH3:15]. The yield is 0.420. (3) The reactants are Cl[C:2]1[O:6][N:5]=[C:4]([C:7]2[CH:12]=[CH:11][CH:10]=[CH:9][CH:8]=2)[C:3]=1[C:13]1[O:17][C:16]([C:18]2[CH:23]=[CH:22][C:21]([N:24]3[CH2:29][CH2:28][O:27][CH2:26][CH2:25]3)=[CH:20][C:19]=2[O:30][CH3:31])=[N:15][N:14]=1.Cl.[CH3:33][NH:34][CH3:35].C(=O)([O-])[O-].[K+].[K+]. The catalyst is CS(C)=O.O. The product is [CH3:31][O:30][C:19]1[CH:20]=[C:21]([N:24]2[CH2:29][CH2:28][O:27][CH2:26][CH2:25]2)[CH:22]=[CH:23][C:18]=1[C:16]1[O:17][C:13]([C:3]2[C:4]([C:7]3[CH:12]=[CH:11][CH:10]=[CH:9][CH:8]=3)=[N:5][O:6][C:2]=2[N:34]([CH3:35])[CH3:33])=[N:14][N:15]=1. The yield is 0.780. (4) The reactants are [CH3:1][N:2]1[C:7](=[O:8])[CH:6]=[C:5]([Cl:9])[NH:4][C:3]1=[O:10].Br[CH2:12][C:13]1[CH:20]=[C:19]([F:21])[CH:18]=[CH:17][C:14]=1[C:15]#[N:16].C([O-])([O-])=O.[K+].[K+]. The catalyst is CS(C)=O.O. The product is [Cl:9][C:5]1[N:4]([CH2:12][C:13]2[CH:20]=[C:19]([F:21])[CH:18]=[CH:17][C:14]=2[C:15]#[N:16])[C:3](=[O:10])[N:2]([CH3:1])[C:7](=[O:8])[CH:6]=1. The yield is 0.600. (5) The reactants are [CH3:1][C:2]1[CH:7]=[CH:6][C:5]([S:8]([O:11][CH2:12][CH:13]2[CH2:17][C:16]3[CH:18]=[CH:19][CH:20]=[C:21](Br)[C:15]=3[O:14]2)(=[O:10])=[O:9])=[CH:4][CH:3]=1.[CH3:23][C:24]1[CH:29]=[CH:28][C:27](B(O)O)=[CH:26][CH:25]=1.C(=O)([O-])[O-].[K+].[K+]. The catalyst is CC1C=CC=CC=1[P](C1C=CC=CC=1C)([Pd](Cl)(Cl)[P](C1=C(C)C=CC=C1)(C1C=CC=CC=1C)C1C=CC=CC=1C)C1C=CC=CC=1C. The product is [CH3:1][C:2]1[CH:7]=[CH:6][C:5]([S:8]([O:11][CH2:12][CH:13]2[CH2:17][C:16]3[CH:18]=[CH:19][CH:20]=[C:21]([C:27]4[CH:28]=[CH:29][C:24]([CH3:23])=[CH:25][CH:26]=4)[C:15]=3[O:14]2)(=[O:10])=[O:9])=[CH:4][CH:3]=1. The yield is 0.850. (6) The reactants are [N:1]([O-])=O.[Na+].[C:5]([C:7]1[CH:15]=[C:14]2[C:10](C=C[NH:13]2)=[CH:9][CH:8]=1)#[N:6].Cl.CCO[C:20]([CH3:22])=[O:21]. The catalyst is O. The product is [CH:20]([C:22]1[C:10]2[C:14](=[CH:15][C:7]([C:5]#[N:6])=[CH:8][CH:9]=2)[NH:13][N:1]=1)=[O:21]. The yield is 1.00. (7) The reactants are [C:1]1(=[O:11])[NH:5][C:4](=[O:6])[C:3]2=[CH:7][CH:8]=[CH:9][CH:10]=[C:2]12.[K].[CH2:13](Br)[CH:14]=[CH2:15]. The catalyst is CN(C=O)C. The product is [CH2:15]([N:5]1[C:1](=[O:11])[C:2]2=[CH:10][CH:9]=[CH:8][CH:7]=[C:3]2[C:4]1=[O:6])[CH:14]=[CH2:13]. The yield is 0.940. (8) The reactants are [C:1]([O-:4])([O-])=O.[K+].[K+].[CH2:7]([O:9][C:10](=[O:14])[CH:11](Br)[CH3:12])[CH3:8].[CH:15]([OH:18])([CH3:17])[CH3:16].[CH3:19][C:20]([CH3:22])=O. No catalyst specified. The product is [CH:1]([C:20]1[CH:22]=[CH:17][C:15]([O:18][CH:11]([CH3:12])[C:10]([O:9][CH2:7][CH3:8])=[O:14])=[CH:16][CH:19]=1)=[O:4]. The yield is 0.830. (9) The reactants are O[C:2]([CH:16]1[CH2:21][CH2:20][O:19][CH2:18][CH2:17]1)([CH:6]([CH:10]1[CH2:15][CH2:14][O:13][CH2:12][CH2:11]1)[C:7]([OH:9])=[O:8])[C:3]([OH:5])=O. The catalyst is C(OC(=O)C)(=O)C. The product is [O:13]1[CH2:14][CH2:15][CH:10]([C:6]2[C:7](=[O:9])[O:8][C:3](=[O:5])[C:2]=2[CH:16]2[CH2:21][CH2:20][O:19][CH2:18][CH2:17]2)[CH2:11][CH2:12]1. The yield is 0.600. (10) The reactants are [Br:1][C:2]1[CH:7]=[CH:6][C:5]([C@@H:8]([N:10]2[CH2:14][C:13]([CH2:21][CH2:22][C:23]([OH:25])=[O:24])([C:15]3[CH:20]=[CH:19][CH:18]=[CH:17][CH:16]=3)[O:12][C:11]2=[O:26])[CH3:9])=[CH:4][CH:3]=1.O=S(Cl)Cl.[CH3:31]O. No catalyst specified. The product is [Br:1][C:2]1[CH:7]=[CH:6][C:5]([C@@H:8]([N:10]2[CH2:14][C:13]([CH2:21][CH2:22][C:23]([O:25][CH3:31])=[O:24])([C:15]3[CH:20]=[CH:19][CH:18]=[CH:17][CH:16]=3)[O:12][C:11]2=[O:26])[CH3:9])=[CH:4][CH:3]=1.[Br:1][C:2]1[CH:7]=[CH:6][C:5]([C@@H:8]([N:10]2[CH2:14][C@@:13]([CH2:21][CH2:22][C:23]([O:25][CH3:31])=[O:24])([C:15]3[CH:20]=[CH:19][CH:18]=[CH:17][CH:16]=3)[O:12][C:11]2=[O:26])[CH3:9])=[CH:4][CH:3]=1. The yield is 0.530.